Task: Predict the reactants needed to synthesize the given product.. Dataset: Full USPTO retrosynthesis dataset with 1.9M reactions from patents (1976-2016) (1) Given the product [CH2:53]([CH:55]1[CH2:59][C:58](=[O:60])[CH2:57][CH:56]1[C:61]([O:63][CH2:64][CH3:65])=[O:62])[CH3:54], predict the reactants needed to synthesize it. The reactants are: C1C=CC(P(C2C=CC3C(=CC=CC=3)C=2C2C3C(=CC=CC=3)C=CC=2P(C2C=CC=CC=2)C2C=CC=CC=2)C2C=CC=CC=2)=CC=1.CC(C)([O-])C.[Na+].[CH2:53]([C:55]1[CH:56]([C:61]([O:63][CH2:64][CH3:65])=[O:62])[CH2:57][C:58](=[O:60])[CH:59]=1)[CH3:54].C(O)(C)(C)C. (2) Given the product [CH3:1][NH:2][C:3]1[N:8]=[C:7]([N:9]2[CH2:10][CH2:11][N:12]([CH3:15])[CH2:13][CH2:14]2)[N:6]=[C:5]([N:16]2[CH2:21][CH2:20][N:19]([CH2:22][C:23]([NH:41][CH2:44][C:57]3[CH:62]=[CH:61][CH:60]=[CH:59][C:58]=3[O:78][C:27]([F:26])([F:36])[F:37])=[O:24])[CH2:18][CH2:17]2)[N:4]=1, predict the reactants needed to synthesize it. The reactants are: [CH3:1][NH:2][C:3]1[N:8]=[C:7]([N:9]2[CH2:14][CH2:13][N:12]([CH3:15])[CH2:11][CH2:10]2)[N:6]=[C:5]([N:16]2[CH2:21][CH2:20][N:19]([CH2:22][C:23](O)=[O:24])[CH2:18][CH2:17]2)[N:4]=1.[F:26][C:27]([F:37])([F:36])C1C=CC=CC=1CN.C([N:41]([CH:44](C)C)CC)(C)C.F[P-](F)(F)(F)(F)F.N1(O[P+](N(C)C)(N(C)C)N(C)C)[C:58]2[CH:59]=[CH:60][CH:61]=[CH:62][C:57]=2N=N1.CN(C=[O:78])C. (3) Given the product [C:13]([O:12][C:10](=[O:11])[NH:1][C:2]1[CH:7]=[CH:6][C:5]([CH2:8][OH:9])=[CH:4][CH:3]=1)([CH3:16])([CH3:15])[CH3:14], predict the reactants needed to synthesize it. The reactants are: [NH2:1][C:2]1[CH:7]=[CH:6][C:5]([CH2:8][OH:9])=[CH:4][CH:3]=1.[C:10](O[C:10]([O:12][C:13]([CH3:16])([CH3:15])[CH3:14])=[O:11])([O:12][C:13]([CH3:16])([CH3:15])[CH3:14])=[O:11]. (4) Given the product [CH:1]1([C@H:4]([N:6]([CH2:7][C:8]2[NH:9][C:10](=[O:18])[C:11]3[CH2:17][O:16][CH2:15][CH2:14][C:12]=3[N:13]=2)[C:33](=[O:34])[CH2:32][N:29]2[CH2:30][CH2:31][CH:26]([C:24](=[O:25])[C:23]3[CH:22]=[CH:21][C:20]([F:19])=[CH:37][CH:36]=3)[CH2:27][CH2:28]2)[CH3:5])[CH2:3][CH2:2]1, predict the reactants needed to synthesize it. The reactants are: [CH:1]1([C@H:4]([NH:6][CH2:7][C:8]2[NH:9][C:10](=[O:18])[C:11]3[CH2:17][O:16][CH2:15][CH2:14][C:12]=3[N:13]=2)[CH3:5])[CH2:3][CH2:2]1.[F:19][C:20]1[CH:37]=[CH:36][C:23]([C:24]([CH:26]2[CH2:31][CH2:30][N:29]([CH2:32][C:33](O)=[O:34])[CH2:28][CH2:27]2)=[O:25])=[CH:22][CH:21]=1. (5) The reactants are: [CH3:1][C:2]1[CH:3]=[CH:4][C:5]([O:26]C2CCCCO2)=[C:6]([C:8]2[CH:13]=[CH:12][C:11]([O:14][CH2:15][C:16]3[CH:25]=[CH:24][C:23]4[C:18](=[CH:19][CH:20]=[CH:21][CH:22]=4)[N:17]=3)=[CH:10][CH:9]=2)[CH:7]=1.C1(C)C=CC(S([O-])(=O)=O)=CC=1.[NH+]1C=CC=CC=1. Given the product [CH3:1][C:2]1[CH:7]=[C:6]([C:8]2[CH:9]=[CH:10][C:11]([O:14][CH2:15][C:16]3[CH:25]=[CH:24][C:23]4[C:18](=[CH:19][CH:20]=[CH:21][CH:22]=4)[N:17]=3)=[CH:12][CH:13]=2)[C:5]([OH:26])=[CH:4][CH:3]=1, predict the reactants needed to synthesize it.